From a dataset of Catalyst prediction with 721,799 reactions and 888 catalyst types from USPTO. Predict which catalyst facilitates the given reaction. (1) Reactant: [Cl:1][C:2]1[CH:3]=[C:4]([C:9]2([CH:22]([OH:29])[C:23]3[CH:28]=[CH:27][CH:26]=[CH:25][N:24]=3)[CH2:14][CH2:13][N:12](C(OC(C)(C)C)=O)[CH2:11][CH2:10]2)[CH:5]=[CH:6][C:7]=1[Cl:8].Cl.CO. Product: [Cl:1][C:2]1[CH:3]=[C:4]([C:9]2([CH:22]([C:23]3[CH:28]=[CH:27][CH:26]=[CH:25][N:24]=3)[OH:29])[CH2:14][CH2:13][NH:12][CH2:11][CH2:10]2)[CH:5]=[CH:6][C:7]=1[Cl:8]. The catalyst class is: 5. (2) Reactant: [N:1]([C@@H:4]([C@@H:19]([C:23]1[CH:28]=[CH:27][C:26]([Cl:29])=[CH:25][CH:24]=1)[CH:20]([CH3:22])[CH3:21])[C:5](N1[C@@H](C2C=CC=CC=2)COC1=O)=[O:6])=[N+:2]=[N-:3].[OH:30]O.[Li+].[OH-]. Product: [N:1]([C@@H:4]([C@@H:19]([C:23]1[CH:28]=[CH:27][C:26]([Cl:29])=[CH:25][CH:24]=1)[CH:20]([CH3:22])[CH3:21])[C:5]([OH:6])=[O:30])=[N+:2]=[N-:3]. The catalyst class is: 20. (3) Reactant: [CH3:1][O:2][C:3]([NH:5][C@@H:6]([CH2:11]/[C:12](/[NH:19][C:20]([O:22][CH3:23])=[O:21])=[CH:13]/[NH:14][C:15]([O:17][CH3:18])=[O:16])[C:7]([O:9][CH3:10])=[O:8])=[O:4]. Product: [CH3:1][O:2][C:3]([NH:5][C@@H:6]([CH2:11][CH:12]([NH:19][C:20]([O:22][CH3:23])=[O:21])[CH2:13][NH:14][C:15]([O:17][CH3:18])=[O:16])[C:7]([O:9][CH3:10])=[O:8])=[O:4]. The catalyst class is: 29. (4) Reactant: [CH:1]1([C:5]([O:7][CH2:8][CH3:9])=[O:6])[CH2:4][CH2:3][CH2:2]1.[Br:10][C:11]1[CH:18]=[CH:17][C:14]([CH2:15]Br)=[CH:13][CH:12]=1. Product: [Br:10][C:11]1[CH:18]=[CH:17][C:14]([CH2:15][C:1]2([C:5]([O:7][CH2:8][CH3:9])=[O:6])[CH2:4][CH2:3][CH2:2]2)=[CH:13][CH:12]=1. The catalyst class is: 1. (5) Reactant: [C:1]([O:5][C:6](=[O:20])[NH:7][C:8]1[CH:13]=[CH:12][C:11]([CH:14]2[CH2:19][CH2:18][NH:17][CH2:16][CH2:15]2)=[CH:10][CH:9]=1)([CH3:4])([CH3:3])[CH3:2].[CH3:21][N:22]1[CH2:27][CH2:26][N:25]([CH2:28][C:29](O)=[O:30])[CH2:24][CH2:23]1.C1C=CC2N(O)N=NC=2C=1.CCN(C(C)C)C(C)C. Product: [C:1]([O:5][C:6](=[O:20])[NH:7][C:8]1[CH:13]=[CH:12][C:11]([CH:14]2[CH2:19][CH2:18][N:17]([C:29](=[O:30])[CH2:28][N:25]3[CH2:26][CH2:27][N:22]([CH3:21])[CH2:23][CH2:24]3)[CH2:16][CH2:15]2)=[CH:10][CH:9]=1)([CH3:4])([CH3:2])[CH3:3]. The catalyst class is: 735. (6) Reactant: [Br:1][C:2]1[C:3](=[O:16])[N:4]([CH:10]2[CH2:15][CH2:14][CH2:13][CH2:12][CH2:11]2)[N:5]([CH2:8]C)[C:6]=1[CH3:7].[Br:17]N1C(=O)CCC1=O. Product: [Br:1][C:2]1[C:3](=[O:16])[N:4]([CH:10]2[CH2:15][CH2:14][CH2:13][CH2:12][CH2:11]2)[N:5]([CH3:8])[C:6]=1[CH2:7][Br:17]. The catalyst class is: 53. (7) Reactant: C(=O)(O)[O-].[Na+].S(S([O-])=O)([O-])=O.[Na+].[Na+].[CH3:14][C:15]1[CH:19]=[C:18]([NH:20][C:21]2[C:26]([N+:27]([O-])=O)=[CH:25][CH:24]=[C:23]([C:30]([F:33])([F:32])[F:31])[N:22]=2)[O:17][N:16]=1.CO.C(Cl)Cl. Product: [CH3:14][C:15]1[CH:19]=[C:18]([NH:20][C:21]2[C:26]([NH2:27])=[CH:25][CH:24]=[C:23]([C:30]([F:32])([F:31])[F:33])[N:22]=2)[O:17][N:16]=1. The catalyst class is: 731. (8) Reactant: [CH3:1][O:2][C:3]1[CH:4]=[C:5]([S:11](Cl)(=[O:13])=[O:12])[CH:6]=[CH:7][C:8]=1[O:9][CH3:10].[NH2:15][CH2:16][CH2:17][C:18]([OH:20])=[O:19].C(O)(=O)CC(CC(O)=O)(C(O)=O)O. Product: [CH3:1][O:2][C:3]1[CH:4]=[C:5]([S:11]([NH:15][CH2:16][CH2:17][C:18]([OH:20])=[O:19])(=[O:13])=[O:12])[CH:6]=[CH:7][C:8]=1[O:9][CH3:10]. The catalyst class is: 758. (9) Reactant: [F:1][C:2]1[CH:3]=[C:4]([S:9]([N:12]2[CH2:17][CH2:16][C:15]3=[N:18][NH:19][C:20]([NH2:21])=[C:14]3[CH2:13]2)(=[O:11])=[O:10])[CH:5]=[C:6]([F:8])[CH:7]=1.[F:22][C:23]([F:34])([F:33])[C:24](O[C:24](=[O:25])[C:23]([F:34])([F:33])[F:22])=[O:25]. Product: [F:8][C:6]1[CH:5]=[C:4]([S:9]([N:12]2[CH2:17][CH2:16][C:15]3=[N:18][NH:19][C:20]([NH:21][C:24](=[O:25])[C:23]([F:34])([F:33])[F:22])=[C:14]3[CH2:13]2)(=[O:11])=[O:10])[CH:3]=[C:2]([F:1])[CH:7]=1. The catalyst class is: 4. (10) Reactant: CCN=C=NCCCN(C)C.C1C=CC2N(O)N=NC=2C=1.[Br:22][C:23]1[CH:28]=[CH:27][C:26]([NH:29][C:30]2[C:38]([C:39](O)=[O:40])=[C:37]3[N:33]([CH2:34][CH2:35][CH2:36]3)[C:32](=[O:42])[C:31]=2[F:43])=[C:25]([F:44])[CH:24]=1.Cl.[CH3:46][O:47][NH:48][CH3:49]. Product: [CH3:46][O:47][N:48]([CH3:49])[C:39]([C:38]1[C:30]([NH:29][C:26]2[CH:27]=[CH:28][C:23]([Br:22])=[CH:24][C:25]=2[F:44])=[C:31]([F:43])[C:32](=[O:42])[N:33]2[C:37]=1[CH2:36][CH2:35][CH2:34]2)=[O:40]. The catalyst class is: 3.